Dataset: Reaction yield outcomes from USPTO patents with 853,638 reactions. Task: Predict the reaction yield, written as a fraction of the theoretical maximum amount of product (1.0 means a 100% yield; for example, 0.34 means a 34% yield). (1) The reactants are [CH3:1][O:2][C:3](=[O:62])[NH:4][CH:5]([C:9]([N:11]1[CH2:15][C:14](=[CH2:16])[CH2:13][CH:12]1[C:17]1[NH:18][C:19]([C:22]2[CH:31]=[CH:30][C:29]3[C:24](=[CH:25][CH:26]=[C:27]([C:32]4[CH:37]=[CH:36][C:35]([C:38]5[NH:39][C:40]([CH:43]6[CH2:47][CH2:46][CH2:45][N:44]6[C:48](=[O:61])[CH:49]([NH:56][C:57]([O:59][CH3:60])=[O:58])[C:50]6[CH:55]=[CH:54][CH:53]=[CH:52][CH:51]=6)=[N:41][CH:42]=5)=[CH:34][CH:33]=4)[CH:28]=3)[CH:23]=2)=[CH:20][N:21]=1)=[O:10])[CH:6]([CH3:8])[CH3:7].[CH3:63][O:64]C(NC(C1C=CC=CC=1OC)C(O)=O)=O. No catalyst specified. The product is [CH3:1][O:2][C:3](=[O:62])[NH:4][CH:5]([C:9]([N:11]1[CH2:15][C:14](=[CH2:16])[CH2:13][CH:12]1[C:17]1[NH:18][C:19]([C:22]2[CH:31]=[CH:30][C:29]3[C:24](=[CH:25][CH:26]=[C:27]([C:32]4[CH:33]=[CH:34][C:35]([C:38]5[NH:39][C:40]([CH:43]6[CH2:47][CH2:46][CH2:45][N:44]6[C:48](=[O:61])[CH:49]([NH:56][C:57]([O:59][CH3:60])=[O:58])[C:50]6[CH:51]=[CH:52][CH:53]=[CH:54][C:55]=6[O:64][CH3:63])=[N:41][CH:42]=5)=[CH:36][CH:37]=4)[CH:28]=3)[CH:23]=2)=[CH:20][N:21]=1)=[O:10])[CH:6]([CH3:7])[CH3:8]. The yield is 0.230. (2) The reactants are [Cl:1][C:2]1[C:3]([O:13][CH2:14][CH2:15][CH2:16][C:17]2[C:18]([CH:32]([CH3:34])[CH3:33])=[N:19][N:20]([C:22]3[CH:27]=[CH:26][C:25]([C:28]([F:31])([F:30])[F:29])=[CH:24][N:23]=3)[CH:21]=2)=[C:4]([CH2:8][C:9]([O:11]C)=[O:10])[CH:5]=[CH:6][CH:7]=1.[OH-].[Na+].O1CCCC1.Cl. The catalyst is CO. The product is [Cl:1][C:2]1[C:3]([O:13][CH2:14][CH2:15][CH2:16][C:17]2[C:18]([CH:32]([CH3:34])[CH3:33])=[N:19][N:20]([C:22]3[CH:27]=[CH:26][C:25]([C:28]([F:31])([F:29])[F:30])=[CH:24][N:23]=3)[CH:21]=2)=[C:4]([CH2:8][C:9]([OH:11])=[O:10])[CH:5]=[CH:6][CH:7]=1. The yield is 0.810. (3) The reactants are [Cl:1][C:2]1[CH:3]=[C:4]([NH:9][C:10](=[O:12])[CH3:11])[CH:5]=[CH:6][C:7]=1[CH3:8].C(OC(=O)C)(=O)C.[N+:20]([O-])([OH:22])=[O:21]. The catalyst is C(O)(=O)C. The product is [Cl:1][C:2]1[C:7]([CH3:8])=[CH:6][C:5]([N+:20]([O-:22])=[O:21])=[C:4]([NH:9][C:10](=[O:12])[CH3:11])[CH:3]=1. The yield is 0.490. (4) The reactants are C(N1C=CN=C1)(N1C=CN=C1)=[O:2].C(S(N)(=O)=O)(CC)C.[CH2:21]1[CH2:31][CH2:30][N:29]2[C:24](=N[CH2:26][CH2:27][CH2:28]2)C[CH2:22]1. The catalyst is C1COCC1.C(Cl)Cl. The product is [C@@:30]12([OH:2])[N:29]([CH3:24])[C@@H:28]([CH2:27][CH2:26]1)[CH2:22][CH2:21][CH2:31]2. The yield is 0.960. (5) The reactants are C(N(S(F)(F)[F:7])CC)C.[C:10]([C:12]1[CH:13]=[C:14]([C:22]([N:24]([CH2:26][C@H:27]([C:41]2[CH:46]=[CH:45][C:44]([Cl:47])=[C:43]([Cl:48])[CH:42]=2)[CH2:28][CH2:29][N:30]2[CH2:33][CH:32]([N:34]3[CH2:39][CH2:38][C:37](=O)[CH2:36][CH2:35]3)[CH2:31]2)[CH3:25])=[O:23])[C:15]2[C:20]([CH:21]=1)=[CH:19][CH:18]=[CH:17][CH:16]=2)#[N:11]. The catalyst is C(Cl)Cl. The product is [C:10]([C:12]1[CH:13]=[C:14]([C:22]([N:24]([CH2:26][C@H:27]([C:41]2[CH:46]=[CH:45][C:44]([Cl:47])=[C:43]([Cl:48])[CH:42]=2)[CH2:28][CH2:29][N:30]2[CH2:33][CH:32]([N:34]3[CH2:39][CH2:38][CH:37]([F:7])[CH2:36][CH2:35]3)[CH2:31]2)[CH3:25])=[O:23])[C:15]2[C:20]([CH:21]=1)=[CH:19][CH:18]=[CH:17][CH:16]=2)#[N:11]. The yield is 0.120. (6) The reactants are [CH2:1]([O:8][C:9]([NH:11][C:12]([CH3:17])([C:14]([OH:16])=[O:15])[CH3:13])=[O:10])[C:2]1[CH:7]=[CH:6][CH:5]=[CH:4][CH:3]=1.B(F)(F)F.CCOCC.ClC(Cl)(Cl)C(=N)O[C:31]([CH3:34])([CH3:33])[CH3:32].C([O-])(O)=O.[Na+]. The catalyst is C(Cl)Cl.C1CCCCC1. The product is [CH2:1]([O:8][C:9]([NH:11][C:12]([CH3:17])([C:14]([O:16][C:31]([CH3:34])([CH3:33])[CH3:32])=[O:15])[CH3:13])=[O:10])[C:2]1[CH:3]=[CH:4][CH:5]=[CH:6][CH:7]=1. The yield is 0.700. (7) The reactants are [Cl:1][C:2]1[CH:3]=[CH:4][C:5]([S:9][CH2:10][C:11]2[CH:16]=[CH:15][C:14]([N+:17]([O-:19])=[O:18])=[CH:13][CH:12]=2)=[C:6]([CH:8]=1)[NH2:7].[O:20]1[C:24]2[CH:25]=[CH:26][CH:27]=[CH:28][C:23]=2[CH:22]=[C:21]1[S:29](Cl)(=[O:31])=[O:30]. The yield is 0.720. The product is [Cl:1][C:2]1[CH:3]=[CH:4][C:5]([S:9][CH2:10][C:11]2[CH:16]=[CH:15][C:14]([N+:17]([O-:19])=[O:18])=[CH:13][CH:12]=2)=[C:6]([NH:7][S:29]([C:21]2[O:20][C:24]3[CH:25]=[CH:26][CH:27]=[CH:28][C:23]=3[CH:22]=2)(=[O:30])=[O:31])[CH:8]=1. The catalyst is N1C=CC=CC=1. (8) The reactants are Cl[C:2]1[N:7]=[C:6]([C:8]2[CH:13]=[CH:12][CH:11]=[CH:10][N:9]=2)[N:5]=[C:4]([CH3:14])[CH:3]=1.[CH3:15][O:16][C:17]1[CH:22]=[CH:21][C:20]([NH2:23])=[CH:19][CH:18]=1.Cl.[OH-].[Na+]. The catalyst is O. The product is [CH3:15][O:16][C:17]1[CH:22]=[CH:21][C:20]([NH:23][C:2]2[CH:3]=[C:4]([CH3:14])[N:5]=[C:6]([C:8]3[CH:13]=[CH:12][CH:11]=[CH:10][N:9]=3)[N:7]=2)=[CH:19][CH:18]=1. The yield is 0.450. (9) No catalyst specified. The yield is 0.800. The product is [F:1][C:2]1[CH:3]=[C:4]2[C:9](=[CH:10][CH:11]=1)[N:8]=[C:7]([NH:12][C:13]([N:29]1[CH2:30][CH2:31][N:26]([C:21]3[CH:22]=[CH:23][CH:24]=[CH:25][N:20]=3)[CH2:27][CH2:28]1)=[O:17])[C:6]([O:18][CH3:19])=[N:5]2. The reactants are [F:1][C:2]1[CH:3]=[C:4]2[C:9](=[CH:10][CH:11]=1)[N:8]=[C:7]([NH:12][C:13](=[O:17])OCC)[C:6]([O:18][CH3:19])=[N:5]2.[N:20]1[CH:25]=[CH:24][CH:23]=[CH:22][C:21]=1[N:26]1[CH2:31][CH2:30][NH:29][CH2:28][CH2:27]1.